From a dataset of Experimentally validated miRNA-target interactions with 360,000+ pairs, plus equal number of negative samples. Binary Classification. Given a miRNA mature sequence and a target amino acid sequence, predict their likelihood of interaction. The miRNA is mmu-miR-181c-3p with sequence ACCAUCGACCGUUGAGUGGACC. The protein sequence of the target gene is MSLRSHLSRLLRTQVHSVRKKSVHSVAVIGAPFSQGQKRKGVEYGPAAVRXAGLMKRLSDLGCHLKDFGDLNFTPVPKDDLYNNLIVNPRSVGLANQELAEVVSRAVSGGYSCVTVGGDHSLAIGTISGHARHCPDLGVIWVDAHADINTPLTTSSGNLHGQPVSFLLRELQDKVPQLPGFSWIKPCISSPSIVYIGLRDVDPPEHFILKNYDIQYFSMRDIDRLGIQKVMEQTFDLLIGKRQRPIHLSFDIDAFDPTLAPATGTPVVGGLTYREGIYITEEIHSTGLLSALDLVEVNPR.... Result: 0 (no interaction).